Dataset: Full USPTO retrosynthesis dataset with 1.9M reactions from patents (1976-2016). Task: Predict the reactants needed to synthesize the given product. (1) Given the product [CH2:1]([O:8][C:9]1[CH:10]=[CH:11][C:12]([NH:15][C:16]2[C:21]([C:22]([OH:24])=[O:23])=[C:20]([C:26]([F:29])([F:27])[F:28])[CH:19]=[CH:18][N:17]=2)=[CH:13][CH:14]=1)[C:2]1[CH:3]=[CH:4][CH:5]=[CH:6][CH:7]=1, predict the reactants needed to synthesize it. The reactants are: [CH2:1]([O:8][C:9]1[CH:14]=[CH:13][C:12]([NH:15][C:16]2[C:21]([C:22]([O:24]C)=[O:23])=[C:20]([C:26]([F:29])([F:28])[F:27])[CH:19]=[CH:18][N:17]=2)=[CH:11][CH:10]=1)[C:2]1[CH:7]=[CH:6][CH:5]=[CH:4][CH:3]=1.[OH-].[Na+]. (2) Given the product [CH3:1][C:2]1[CH:3]=[N:4][N:5]([CH2:7][C:8]2[CH:9]=[CH:10][C:11]([CH2:12][C:13]3[CH:14]=[N:15][CH:16]=[C:17]([CH:22]=3)[C:18]([OH:20])=[O:19])=[CH:23][CH:24]=2)[CH:6]=1, predict the reactants needed to synthesize it. The reactants are: [CH3:1][C:2]1[CH:3]=[N:4][N:5]([CH2:7][C:8]2[CH:24]=[CH:23][C:11]([CH2:12][C:13]3[CH:14]=[N:15][CH:16]=[C:17]([CH:22]=3)[C:18]([O:20]C)=[O:19])=[CH:10][CH:9]=2)[CH:6]=1.C1COCC1.CO.[OH-].[Li+]. (3) Given the product [C:1]([O:5][C:6]([N:8]1[CH2:9][CH2:10][CH:11]([C:14]([N:22]2[CH2:21][CH:20]([CH3:24])[NH:19][CH:18]([CH3:17])[CH2:23]2)=[O:16])[CH2:12][CH2:13]1)=[O:7])([CH3:2])([CH3:3])[CH3:4], predict the reactants needed to synthesize it. The reactants are: [C:1]([O:5][C:6]([N:8]1[CH2:13][CH2:12][CH:11]([C:14]([OH:16])=O)[CH2:10][CH2:9]1)=[O:7])([CH3:4])([CH3:3])[CH3:2].[CH3:17][CH:18]1[CH2:23][NH:22][CH2:21][CH:20]([CH3:24])[NH:19]1.C(Cl)CCl. (4) Given the product [Cl:32][C:19]1[N:20]=[C:21]([N:24]([CH2:26][C:27]2[O:28][CH:29]=[CH:30][CH:31]=2)[CH3:25])[C:22]([F:23])=[C:17]([NH:9][NH2:8])[N:18]=1, predict the reactants needed to synthesize it. The reactants are: CC(OC([N:8](C(OC(C)(C)C)=O)[N:9]([C:17]1[C:22]([F:23])=[C:21]([N:24]([CH2:26][C:27]2[O:28][CH:29]=[CH:30][CH:31]=2)[CH3:25])[N:20]=[C:19]([Cl:32])[N:18]=1)C(OC(C)(C)C)=O)=O)(C)C.